Dataset: Reaction yield outcomes from USPTO patents with 853,638 reactions. Task: Predict the reaction yield, written as a fraction of the theoretical maximum amount of product (1.0 means a 100% yield; for example, 0.34 means a 34% yield). (1) The reactants are [C:1]([NH:5][C@H:6]([C:12]([OH:14])=[O:13])[CH2:7][CH2:8][CH2:9][CH2:10][NH2:11])([CH:3]=[CH2:4])=[O:2].[C:15](Cl)([O:17][CH2:18][CH:19]1[C:31]2[C:26](=[CH:27][CH:28]=[CH:29][CH:30]=2)[C:25]2[C:20]1=[CH:21][CH:22]=[CH:23][CH:24]=2)=[O:16].Cl. The catalyst is C(=O)([O-])[O-].[Na+].[Na+].O.O1CCOCC1. The product is [C:15]([N:5]([C:1]([CH:3]=[CH2:4])=[O:2])[C@H:6]([C:12]([OH:14])=[O:13])[CH2:7][CH2:8][CH2:9][CH2:10][NH2:11])([O:17][CH2:18][CH:19]1[C:20]2[C:25](=[CH:24][CH:23]=[CH:22][CH:21]=2)[C:26]2[C:31]1=[CH:30][CH:29]=[CH:28][CH:27]=2)=[O:16]. The yield is 0.500. (2) The reactants are I[CH3:2].[OH:3][C:4]1[CH:13]=[CH:12][C:11]2[CH:10]([C:14]([O:16][CH2:17][CH3:18])=[O:15])[N:9]([C:19]([O:21][C:22]([CH3:25])([CH3:24])[CH3:23])=[O:20])[CH2:8][CH2:7][C:6]=2[N:5]=1. The catalyst is C(=O)([O-])[O-].[Ag+].[Ag+].C1COCC1. The product is [CH3:2][O:3][C:4]1[CH:13]=[CH:12][C:11]2[CH:10]([C:14]([O:16][CH2:17][CH3:18])=[O:15])[N:9]([C:19]([O:21][C:22]([CH3:24])([CH3:23])[CH3:25])=[O:20])[CH2:8][CH2:7][C:6]=2[N:5]=1. The yield is 0.890. (3) The reactants are [C:1]1([C:7]2[CH:12]=[C:11]([CH2:13][S:14]([N:17]3[CH2:22][CH2:21][O:20][CH2:19][CH2:18]3)(=[O:16])=[O:15])[CH:10]=[CH:9][C:8]=2[NH:23][C:24]([C:26]2[N:27](COCC[Si](C)(C)C)[CH:28]=[C:29]([C:31]#[N:32])[N:30]=2)=[O:25])[CH2:6][CH2:5][CH2:4][CH2:3][CH:2]=1.C(O)(C(F)(F)F)=O. The catalyst is C(Cl)Cl.CCO. The product is [C:1]1([C:7]2[CH:12]=[C:11]([CH2:13][S:14]([N:17]3[CH2:22][CH2:21][O:20][CH2:19][CH2:18]3)(=[O:15])=[O:16])[CH:10]=[CH:9][C:8]=2[NH:23][C:24]([C:26]2[NH:27][CH:28]=[C:29]([C:31]#[N:32])[N:30]=2)=[O:25])[CH2:6][CH2:5][CH2:4][CH2:3][CH:2]=1. The yield is 0.950. (4) The reactants are [OH:1][C:2]([C:5]1[NH:13][C:12]2[C:7](=[N:8][CH:9]=[CH:10][C:11]=2[C:14]([O:16]C)=[O:15])[CH:6]=1)([CH3:4])[CH3:3].[OH-].[Na+]. The catalyst is CO. The product is [OH:1][C:2]([C:5]1[NH:13][C:12]2[C:7](=[N:8][CH:9]=[CH:10][C:11]=2[C:14]([OH:16])=[O:15])[CH:6]=1)([CH3:4])[CH3:3]. The yield is 0.690. (5) The reactants are [CH3:1][O:2][C:3]1[CH:4]=[C:5]2[C:10](=[CH:11][C:12]=1[O:13][CH3:14])[N:9]=[CH:8][N:7]=[C:6]2[N:15]1[CH2:20][CH2:19][C:18]2[NH:21][N:22]=[C:23]([C:24]([O:26][CH2:27][CH3:28])=[O:25])[C:17]=2[CH2:16]1.I[CH2:30][CH3:31]. No catalyst specified. The product is [CH3:1][O:2][C:3]1[CH:4]=[C:5]2[C:10](=[CH:11][C:12]=1[O:13][CH3:14])[N:9]=[CH:8][N:7]=[C:6]2[N:15]1[CH2:20][CH2:19][C:18]2[N:21]([CH2:30][CH3:31])[N:22]=[C:23]([C:24]([O:26][CH2:27][CH3:28])=[O:25])[C:17]=2[CH2:16]1. The yield is 0.390. (6) The product is [Br:15][C:3]1([C:11]([O:13][CH3:14])=[O:12])[C:2](=[O:1])[C:7]2[CH:8]=[CH:9][S:10][C:6]=2[CH2:5][CH2:4]1. The catalyst is CCOCC.C(Cl)(Cl)(Cl)Cl. The yield is 0.990. The reactants are [O:1]=[C:2]1[C:7]2[CH:8]=[CH:9][S:10][C:6]=2[CH2:5][CH2:4][CH:3]1[C:11]([O:13][CH3:14])=[O:12].[Br:15]Br.O. (7) The reactants are Cl.[NH2:2][C@@H:3]1[CH2:8][CH2:7][CH2:6][CH2:5][C@H:4]1[O:9][CH2:10][CH2:11][C:12]1[CH:17]=[CH:16][C:15]([O:18][CH3:19])=[C:14]([O:20][CH3:21])[CH:13]=1.[OH-].[Na+]. The catalyst is ClCCl. The product is [NH2:2][C@@H:3]1[CH2:8][CH2:7][CH2:6][CH2:5][C@H:4]1[O:9][CH2:10][CH2:11][C:12]1[CH:17]=[CH:16][C:15]([O:18][CH3:19])=[C:14]([O:20][CH3:21])[CH:13]=1. The yield is 0.880. (8) The reactants are [NH:1]=[C:2]1[C:11]2[N:10]=[CH:9][CH:8]=[CH:7][C:6]=2[CH:5]=[CH:4][N:3]1[NH2:12].CC1C=C(C)C=C(C)C=1S([O-])(=O)=O.[OH-].[Na+].[OH:28][CH2:29][C:30](OC)=O. The catalyst is CCO. The product is [N:1]1[C:30]([CH2:29][OH:28])=[N:12][N:3]2[C:2]=1[C:11]1[N:10]=[CH:9][CH:8]=[CH:7][C:6]=1[CH:5]=[CH:4]2. The yield is 0.490. (9) The reactants are [OH-].[K+].[CH3:3][O:4][C:5]([C:7]1([C:10]([O:12]C)=[O:11])[CH2:9][CH2:8]1)=[O:6]. The catalyst is CO. The product is [CH3:3][O:4][C:5]([C:7]1([C:10]([OH:12])=[O:11])[CH2:9][CH2:8]1)=[O:6]. The yield is 0.710.